Dataset: Reaction yield outcomes from USPTO patents with 853,638 reactions. Task: Predict the reaction yield, written as a fraction of the theoretical maximum amount of product (1.0 means a 100% yield; for example, 0.34 means a 34% yield). The reactants are [C:1]([O:5][C:6](=[O:32])/[CH:7]=[CH:8]/[C:9]1[CH:14]=[CH:13][C:12]([C:15]2[CH:20]=[CH:19][C:18]([OH:21])=[C:17]([C:22]34[CH2:31][CH:26]5[CH2:27][CH:28]([CH2:30][CH:24]([CH2:25]5)[CH2:23]3)[CH2:29]4)[CH:16]=2)=[CH:11][CH:10]=1)([CH3:4])([CH3:3])[CH3:2].Cl[CH2:34][N:35]1[C:39](=[O:40])[C:38]2=[CH:41][CH:42]=[CH:43][CH:44]=[C:37]2[C:36]1=[O:45].C([O-])([O-])=O.[K+].[K+].[Na+].[I-]. No catalyst specified. The product is [C:1]([O:5][C:6](=[O:32])[CH:7]=[CH:8][C:9]1[CH:10]=[CH:11][C:12]([C:15]2[CH:20]=[CH:19][C:18]([O:21][CH2:34][N:35]3[C:39](=[O:40])[C:38]4[C:37](=[CH:44][CH:43]=[CH:42][CH:41]=4)[C:36]3=[O:45])=[C:17]([C:22]34[CH2:31][CH:26]5[CH2:27][CH:28]([CH2:30][CH:24]([CH2:25]5)[CH2:23]3)[CH2:29]4)[CH:16]=2)=[CH:13][CH:14]=1)([CH3:4])([CH3:2])[CH3:3]. The yield is 0.550.